Dataset: NCI-60 drug combinations with 297,098 pairs across 59 cell lines. Task: Regression. Given two drug SMILES strings and cell line genomic features, predict the synergy score measuring deviation from expected non-interaction effect. (1) Drug 1: CN(CC1=CN=C2C(=N1)C(=NC(=N2)N)N)C3=CC=C(C=C3)C(=O)NC(CCC(=O)O)C(=O)O. Drug 2: CC1=C(C(=O)C2=C(C1=O)N3CC4C(C3(C2COC(=O)N)OC)N4)N. Cell line: T-47D. Synergy scores: CSS=9.21, Synergy_ZIP=-4.56, Synergy_Bliss=-2.96, Synergy_Loewe=-7.43, Synergy_HSA=-2.84. (2) Drug 1: CCCCCOC(=O)NC1=NC(=O)N(C=C1F)C2C(C(C(O2)C)O)O. Drug 2: B(C(CC(C)C)NC(=O)C(CC1=CC=CC=C1)NC(=O)C2=NC=CN=C2)(O)O. Cell line: OVCAR-5. Synergy scores: CSS=47.0, Synergy_ZIP=-0.433, Synergy_Bliss=-3.12, Synergy_Loewe=-59.9, Synergy_HSA=-4.12. (3) Drug 1: COC1=C(C=C2C(=C1)N=CN=C2NC3=CC(=C(C=C3)F)Cl)OCCCN4CCOCC4. Drug 2: C1=C(C(=O)NC(=O)N1)F. Cell line: HCC-2998. Synergy scores: CSS=35.2, Synergy_ZIP=-5.41, Synergy_Bliss=-10.3, Synergy_Loewe=-7.71, Synergy_HSA=-7.64. (4) Synergy scores: CSS=-4.83, Synergy_ZIP=0.579, Synergy_Bliss=1.24, Synergy_Loewe=-7.42, Synergy_HSA=-6.01. Drug 1: C1CC(C1)(C(=O)O)C(=O)O.[NH2-].[NH2-].[Pt+2]. Drug 2: C1C(C(OC1N2C=NC3=C2NC=NCC3O)CO)O. Cell line: HCT-15. (5) Drug 1: C1=NNC2=C1C(=O)NC=N2. Drug 2: CC1CCCC2(C(O2)CC(NC(=O)CC(C(C(=O)C(C1O)C)(C)C)O)C(=CC3=CSC(=N3)C)C)C. Cell line: EKVX. Synergy scores: CSS=13.6, Synergy_ZIP=-6.20, Synergy_Bliss=-4.43, Synergy_Loewe=-17.9, Synergy_HSA=-4.04.